From a dataset of Full USPTO retrosynthesis dataset with 1.9M reactions from patents (1976-2016). Predict the reactants needed to synthesize the given product. (1) Given the product [CH2:9]([O:5][CH:4]([O:21][CH2:22][CH3:23])[C:1]1([CH:6]=[O:7])[CH2:3][CH2:2]1)[CH3:10], predict the reactants needed to synthesize it. The reactants are: [C:1]1([CH:6]=[O:7])([CH:4]=[O:5])[CH2:3][CH2:2]1.O.[C:9]1(C)C=CC(S(O)(=O)=O)=C[CH:10]=1.C([O-])([O-])[O:21][CH2:22][CH3:23].[OH-].[Na+]. (2) The reactants are: [OH:1][C:2]1[C:3]([N+:9]([O-])=O)=[N:4][C:5]([CH3:8])=[CH:6][CH:7]=1.O.O.[SH-].[Na+]. Given the product [NH2:9][C:3]1[C:2]([OH:1])=[CH:7][CH:6]=[C:5]([CH3:8])[N:4]=1, predict the reactants needed to synthesize it.